Task: Predict the reaction yield, written as a fraction of the theoretical maximum amount of product (1.0 means a 100% yield; for example, 0.34 means a 34% yield).. Dataset: Reaction yield outcomes from USPTO patents with 853,638 reactions (1) The reactants are [NH2:1][NH2:2].[C:3](/[N:5]=[C:6](\SC)/[NH:7][C:8]1[CH:13]=[CH:12][C:11]([C:14]#[N:15])=[C:10]([CH:16]2[CH2:18][CH2:17]2)[CH:9]=1)#[N:4]. The catalyst is C(O)C. The product is [NH2:4][C:3]1[NH:2][N:1]=[C:6]([NH:7][C:8]2[CH:13]=[CH:12][C:11]([C:14]#[N:15])=[C:10]([CH:16]3[CH2:18][CH2:17]3)[CH:9]=2)[N:5]=1. The yield is 0.980. (2) No catalyst specified. The reactants are [CH3:1][C:2]1[CH:3]=[CH:4][C:5]([C:8]2[CH:13]=[CH:12][NH:11][C:10](=[O:14])[CH:9]=2)=[N:6][CH:7]=1.Br[C:16]1[CH:24]=[C:23]2[C:19]([C:20]3[CH2:29][CH2:28][N:27]([C:30]([O:32][C:33]([CH3:36])([CH3:35])[CH3:34])=[O:31])[CH2:26][C:21]=3[N:22]2[CH3:25])=[CH:18][CH:17]=1. The yield is 0.360. The product is [CH3:25][N:22]1[C:23]2[C:19](=[CH:18][CH:17]=[C:16]([N:11]3[CH:12]=[CH:13][C:8]([C:5]4[CH:4]=[CH:3][C:2]([CH3:1])=[CH:7][N:6]=4)=[CH:9][C:10]3=[O:14])[CH:24]=2)[C:20]2[CH2:29][CH2:28][N:27]([C:30]([O:32][C:33]([CH3:36])([CH3:35])[CH3:34])=[O:31])[CH2:26][C:21]1=2.